Dataset: Forward reaction prediction with 1.9M reactions from USPTO patents (1976-2016). Task: Predict the product of the given reaction. Given the reactants C(N(CC)C(C)C)(C)C.[Cl:10][C:11]1[S:15][C:14]([C:16]([NH:18][C:19]2[C:27]3[C:26](=[O:28])O[C:24](=[O:29])[C:23]=3[CH:22]=[CH:21][CH:20]=2)=[O:17])=[CH:13][CH:12]=1.[CH3:30][C:31]([Si:34]([O:37][CH2:38][CH2:39][NH:40][C:41]1[CH:46]=[CH:45][C:44]([NH2:47])=[CH:43][CH:42]=1)([CH3:36])[CH3:35])([CH3:33])[CH3:32], predict the reaction product. The product is: [Si:34]([O:37][CH2:38][CH2:39][NH:40][C:41]1[CH:42]=[CH:43][C:44]([N:47]2[C:26](=[O:28])[C:27]3[C:23](=[CH:22][CH:21]=[CH:20][C:19]=3[NH:18][C:16]([C:14]3[S:15][C:11]([Cl:10])=[CH:12][CH:13]=3)=[O:17])[C:24]2=[O:29])=[CH:45][CH:46]=1)([C:31]([CH3:33])([CH3:32])[CH3:30])([CH3:36])[CH3:35].